This data is from Full USPTO retrosynthesis dataset with 1.9M reactions from patents (1976-2016). The task is: Predict the reactants needed to synthesize the given product. (1) The reactants are: [Si:1]([O:8][CH2:9][CH2:10][C:11]1[CH:12]=[C:13]([OH:17])[CH:14]=[CH:15][CH:16]=1)([C:4]([CH3:7])([CH3:6])[CH3:5])([CH3:3])[CH3:2].C([Mg]Br)C.C1(C)C=CC=CC=1.[CH2:29]=[O:30]. Given the product [Si:1]([O:8][CH2:9][CH2:10][C:11]1[CH:16]=[CH:15][C:14]([CH:29]=[O:30])=[C:13]([OH:17])[CH:12]=1)([C:4]([CH3:6])([CH3:7])[CH3:5])([CH3:3])[CH3:2], predict the reactants needed to synthesize it. (2) Given the product [Br:1][C:2]1[CH:3]=[C:4]([O:9][CH2:10][CH2:14][N:15]2[CH2:20][CH2:19][O:18][CH2:17][CH2:16]2)[C:5]([Cl:8])=[N:6][CH:7]=1, predict the reactants needed to synthesize it. The reactants are: [Br:1][C:2]1[CH:3]=[C:4]([O:9][CH3:10])[C:5]([Cl:8])=[N:6][CH:7]=1.Cl.ClC[CH2:14][N:15]1[CH2:20][CH2:19][O:18][CH2:17][CH2:16]1. (3) Given the product [CH3:1][O:2][C:3]1[CH:4]=[C:5]([CH3:20])[C:6]([S:10]([N:13]2[CH2:17][CH2:16][CH2:15][C@H:14]2[CH2:18][O:19][CH2:24][C:25]([O:27][C:28]([CH3:31])([CH3:30])[CH3:29])=[O:26])(=[O:11])=[O:12])=[C:7]([CH3:9])[CH:8]=1, predict the reactants needed to synthesize it. The reactants are: [CH3:1][O:2][C:3]1[CH:8]=[C:7]([CH3:9])[C:6]([S:10]([N:13]2[CH2:17][CH2:16][CH2:15][C@H:14]2[CH2:18][OH:19])(=[O:12])=[O:11])=[C:5]([CH3:20])[CH:4]=1.[OH-].[Na+].Br[CH2:24][C:25]([O:27][C:28]([CH3:31])([CH3:30])[CH3:29])=[O:26]. (4) Given the product [Cl:22][C:15]1[N:16]=[CH:17][C:18]2[NH:19][C:4](=[O:3])[CH2:5][CH2:6][N:7]([CH:8]3[CH2:12][CH2:11][CH2:10][CH2:9]3)[C:13]=2[N:14]=1, predict the reactants needed to synthesize it. The reactants are: C([O:3][C:4](=O)[CH2:5][CH2:6][N:7]([C:13]1[C:18]([N+:19]([O-])=O)=[CH:17][N:16]=[C:15]([Cl:22])[N:14]=1)[CH:8]1[CH2:12][CH2:11][CH2:10][CH2:9]1)C.Cl.